Dataset: Forward reaction prediction with 1.9M reactions from USPTO patents (1976-2016). Task: Predict the product of the given reaction. (1) Given the reactants [F:1][C:2]([F:12])([F:11])[O:3][C:4]1[CH:9]=[CH:8][C:7]([OH:10])=[CH:6][CH:5]=1.[Cl:13][C:14]1[C:15](F)=[CH:16][C:17]2[O:22][CH:21]([C:23]([F:26])([F:25])[F:24])[C:20]([C:27]([O:29]CC)=[O:28])=[CH:19][C:18]=2[CH:32]=1, predict the reaction product. The product is: [Cl:13][C:14]1[C:15]([O:10][C:7]2[CH:6]=[CH:5][C:4]([O:3][C:2]([F:11])([F:12])[F:1])=[CH:9][CH:8]=2)=[CH:16][C:17]2[O:22][CH:21]([C:23]([F:25])([F:24])[F:26])[C:20]([C:27]([OH:29])=[O:28])=[CH:19][C:18]=2[CH:32]=1. (2) The product is: [Br:1][C:2]1[CH:10]=[CH:9][C:8]2[N:7]([CH2:24][CH2:23][C:20]3[CH:19]=[N:18][C:17]([CH3:16])=[CH:22][CH:21]=3)[C:6]3[CH2:11][CH2:12][N:13]([CH3:15])[CH2:14][C:5]=3[C:4]=2[CH:3]=1. Given the reactants [Br:1][C:2]1[CH:10]=[CH:9][C:8]2[NH:7][C:6]3[CH2:11][CH2:12][N:13]([CH3:15])[CH2:14][C:5]=3[C:4]=2[CH:3]=1.[CH3:16][C:17]1[CH:22]=[CH:21][C:20]([CH:23]=[CH2:24])=[CH:19][N:18]=1, predict the reaction product. (3) Given the reactants [Cl:1][C:2]1[C:6]([C:7]#N)=[C:5]([C:9]2[CH:14]=[CH:13][CH:12]=[CH:11][C:10]=2[CH3:15])[S:4][N:3]=1.S(=O)(=O)(O)[OH:17].N([O-])=O.[Na+].[OH2:25], predict the reaction product. The product is: [Cl:1][C:2]1[C:6]([C:7]([OH:17])=[O:25])=[C:5]([C:9]2[CH:14]=[CH:13][CH:12]=[CH:11][C:10]=2[CH3:15])[S:4][N:3]=1.